Dataset: NCI-60 drug combinations with 297,098 pairs across 59 cell lines. Task: Regression. Given two drug SMILES strings and cell line genomic features, predict the synergy score measuring deviation from expected non-interaction effect. (1) Drug 1: C1=CC(=CC=C1CCCC(=O)O)N(CCCl)CCCl. Drug 2: C1=NC2=C(N1)C(=S)N=C(N2)N. Cell line: RPMI-8226. Synergy scores: CSS=61.9, Synergy_ZIP=-4.19, Synergy_Bliss=-7.97, Synergy_Loewe=-17.6, Synergy_HSA=-6.72. (2) Drug 1: CN(C)N=NC1=C(NC=N1)C(=O)N. Drug 2: N.N.Cl[Pt+2]Cl. Cell line: SF-295. Synergy scores: CSS=5.71, Synergy_ZIP=-2.49, Synergy_Bliss=-0.681, Synergy_Loewe=0.745, Synergy_HSA=0.687. (3) Drug 1: CC1=C(C=C(C=C1)NC(=O)C2=CC=C(C=C2)CN3CCN(CC3)C)NC4=NC=CC(=N4)C5=CN=CC=C5. Drug 2: CN(CCCl)CCCl.Cl. Cell line: 786-0. Synergy scores: CSS=17.9, Synergy_ZIP=-7.06, Synergy_Bliss=-1.30, Synergy_Loewe=-0.665, Synergy_HSA=-0.129. (4) Drug 1: COC1=C2C(=CC3=C1OC=C3)C=CC(=O)O2. Drug 2: CC1C(C(CC(O1)OC2CC(CC3=C2C(=C4C(=C3O)C(=O)C5=C(C4=O)C(=CC=C5)OC)O)(C(=O)CO)O)N)O.Cl. Cell line: HT29. Synergy scores: CSS=38.8, Synergy_ZIP=1.23, Synergy_Bliss=0.730, Synergy_Loewe=-14.8, Synergy_HSA=0.377. (5) Drug 1: CC12CCC(CC1=CCC3C2CCC4(C3CC=C4C5=CN=CC=C5)C)O. Drug 2: C1=CC(=C2C(=C1NCCNCCO)C(=O)C3=C(C=CC(=C3C2=O)O)O)NCCNCCO. Cell line: OVCAR-8. Synergy scores: CSS=58.5, Synergy_ZIP=13.6, Synergy_Bliss=13.5, Synergy_Loewe=-4.60, Synergy_HSA=14.1.